Task: Predict the reactants needed to synthesize the given product.. Dataset: Full USPTO retrosynthesis dataset with 1.9M reactions from patents (1976-2016) (1) Given the product [ClH:44].[F:43][C:2]1([F:1])[CH2:7][CH2:6][C@@H:5]([NH:8][C:9](=[O:22])[C:10]2[CH:15]=[CH:14][C:13]([N:16]3[CH:20]=[CH:19][C:18]([CH3:21])=[N:17]3)=[CH:12][CH:11]=2)[C@@H:4]([C:23]([N:25]2[C:37]3[C:36]4[CH:35]=[CH:34][CH:33]=[CH:32][C:31]=4[N:30]=[C:29]([C:38]4[NH:39][CH:40]=[CH:41][N:42]=4)[C:28]=3[CH2:27][CH2:26]2)=[O:24])[CH2:3]1, predict the reactants needed to synthesize it. The reactants are: [F:1][C:2]1([F:43])[CH2:7][CH2:6][C@@H:5]([NH:8][C:9](=[O:22])[C:10]2[CH:15]=[CH:14][C:13]([N:16]3[CH:20]=[CH:19][C:18]([CH3:21])=[N:17]3)=[CH:12][CH:11]=2)[C@@H:4]([C:23]([N:25]2[C:37]3[C:36]4[CH:35]=[CH:34][CH:33]=[CH:32][C:31]=4[N:30]=[C:29]([C:38]4[NH:39][CH:40]=[CH:41][N:42]=4)[C:28]=3[CH2:27][CH2:26]2)=[O:24])[CH2:3]1.[ClH:44]. (2) Given the product [CH3:16][O:17][C:18]1[C:23]([C:29]2[CH:30]=[CH:25][CH:26]=[C:27]([O:34][CH3:35])[C:28]=2[N+:31]([O-:33])=[O:32])=[N:22][CH:21]=[CH:20][N:19]=1, predict the reactants needed to synthesize it. The reactants are: CC1(C)CCCC(C)(C)N1.C([Li])CCC.[CH3:16][O:17][C:18]1[CH:23]=[N:22][CH:21]=[CH:20][N:19]=1.Br[C:25]1[CH:30]=[CH:29][C:28]([N+:31]([O-:33])=[O:32])=[C:27]([O:34][CH3:35])[CH:26]=1.C(N(CC(O)=O)CC(O)=O)CN(CC(O)=O)CC(O)=O.C(=O)([O-])[O-].[K+].[K+]. (3) Given the product [F:1][C:2]1[CH:3]=[C:4]2[C:8](=[CH:9][CH:10]=1)[N:7]([CH2:11][C@H:12]1[CH2:21][N:16]3[CH2:17][CH2:18][N:19]([C:23]4[N:28]=[CH:27][C:26]([F:29])=[CH:25][N:24]=4)[CH2:20][C@@H:15]3[CH2:14][CH2:13]1)[CH:6]=[CH:5]2, predict the reactants needed to synthesize it. The reactants are: [F:1][C:2]1[CH:3]=[C:4]2[C:8](=[CH:9][CH:10]=1)[N:7]([CH2:11][C@H:12]1[CH2:21][N:16]3[CH2:17][CH2:18][NH:19][CH2:20][C@@H:15]3[CH2:14][CH2:13]1)[CH:6]=[CH:5]2.Cl[C:23]1[N:28]=[CH:27][C:26]([F:29])=[CH:25][N:24]=1.C(=O)([O-])[O-].[Na+].[Na+].